Dataset: Peptide-MHC class II binding affinity with 134,281 pairs from IEDB. Task: Regression. Given a peptide amino acid sequence and an MHC pseudo amino acid sequence, predict their binding affinity value. This is MHC class II binding data. (1) The peptide sequence is ARGYISTRVGMGEAA. The MHC is DRB1_0301 with pseudo-sequence DRB1_0301. The binding affinity (normalized) is 0.178. (2) The peptide sequence is KVFLTQMNARGVKVK. The MHC is HLA-DQA10501-DQB10301 with pseudo-sequence HLA-DQA10501-DQB10301. The binding affinity (normalized) is 0.747. (3) The binding affinity (normalized) is 0.185. The MHC is HLA-DQA10201-DQB10303 with pseudo-sequence HLA-DQA10201-DQB10303. The peptide sequence is TVMAPDKPSLDISLE. (4) The peptide sequence is EKKYQAATQFEPLAA. The MHC is HLA-DQA10301-DQB10302 with pseudo-sequence HLA-DQA10301-DQB10302. The binding affinity (normalized) is 0.276. (5) The peptide sequence is TFKVAATAANAAPAN. The MHC is DRB1_0401 with pseudo-sequence DRB1_0401. The binding affinity (normalized) is 0.583. (6) The peptide sequence is TMTRPILRLLVLAVL. The MHC is DRB1_0101 with pseudo-sequence DRB1_0101. The binding affinity (normalized) is 1.00.